From a dataset of Reaction yield outcomes from USPTO patents with 853,638 reactions. Predict the reaction yield, written as a fraction of the theoretical maximum amount of product (1.0 means a 100% yield; for example, 0.34 means a 34% yield). (1) The reactants are Br[C:2]1[CH:7]=[CH:6][C:5]([NH:8][N:9]2[C:17](=[O:18])[C:16]3[C:11](=[CH:12][CH:13]=[CH:14][CH:15]=3)[C:10]2=[O:19])=[CH:4][CH:3]=1.C([O-])([O-])=O.[K+].[K+].CO[CH2:28][CH2:29]OC. The catalyst is O.C1C=CC([P]([Pd]([P](C2C=CC=CC=2)(C2C=CC=CC=2)C2C=CC=CC=2)([P](C2C=CC=CC=2)(C2C=CC=CC=2)C2C=CC=CC=2)[P](C2C=CC=CC=2)(C2C=CC=CC=2)C2C=CC=CC=2)(C2C=CC=CC=2)C2C=CC=CC=2)=CC=1. The product is [CH:28]([C:2]1[CH:7]=[CH:6][C:5]([NH:8][N:9]2[C:17](=[O:18])[C:16]3[C:11](=[CH:12][CH:13]=[CH:14][CH:15]=3)[C:10]2=[O:19])=[CH:4][CH:3]=1)=[CH2:29]. The yield is 0.130. (2) The reactants are [CH:1]([O:4][C:5]1[CH:10]=[CH:9][C:8]([NH2:11])=[CH:7][CH:6]=1)([CH3:3])[CH3:2].C(N1[CH:23]=[CH:22][N:21]=[CH:20]1)([N:21]1[CH:22]=[CH:23]N=[CH:20]1)=O.[C:24]([O:28][C:29](N1CCC(O)CC1)=[O:30])(C)(C)[CH3:25].FC(F)(F)C(O)=O. The catalyst is C(Cl)Cl. The product is [NH:21]1[CH2:20][CH2:25][CH:24]([O:28][C:29](=[O:30])[NH:11][C:8]2[CH:9]=[CH:10][C:5]([O:4][CH:1]([CH3:3])[CH3:2])=[CH:6][CH:7]=2)[CH2:23][CH2:22]1. The yield is 0.970. (3) The reactants are [Cl:1][C:2]1[C:7]2[C:8](=[O:22])[N:9]([CH2:11][C:12]3[CH:17]=[CH:16][C:15]([O:18][CH3:19])=[CH:14][C:13]=3[O:20][CH3:21])[CH2:10][C:6]=2[C:5]([F:23])=[C:4](Cl)[N:3]=1.[NH2:25][C@@H:26]1[CH2:31][CH2:30][O:29][CH2:28][C@@H:27]1[NH:32][C:33](=[O:39])[O:34][C:35]([CH3:38])([CH3:37])[CH3:36].CCN(C(C)C)C(C)C. The catalyst is C(#N)C. The product is [Cl:1][C:2]1[C:7]2[C:8](=[O:22])[N:9]([CH2:11][C:12]3[CH:17]=[CH:16][C:15]([O:18][CH3:19])=[CH:14][C:13]=3[O:20][CH3:21])[CH2:10][C:6]=2[C:5]([F:23])=[C:4]([NH:25][C@@H:26]2[CH2:31][CH2:30][O:29][CH2:28][C@@H:27]2[NH:32][C:33](=[O:39])[O:34][C:35]([CH3:37])([CH3:36])[CH3:38])[N:3]=1. The yield is 0.110.